From a dataset of Full USPTO retrosynthesis dataset with 1.9M reactions from patents (1976-2016). Predict the reactants needed to synthesize the given product. (1) Given the product [CH3:1][O:2][C:3]1[CH:4]=[C:5]2[C:10](=[CH:11][C:12]=1[O:13][CH3:14])[N:9]=[CH:8][CH:7]=[C:6]2[O:15][C:16]1[CH:22]=[CH:21][C:19]([NH:20][C:37]([NH:36][C:34](=[O:35])[C:29]2[CH:30]=[CH:31][CH:32]=[CH:33][C:28]=2[CH3:27])=[S:38])=[CH:18][C:17]=1[F:23], predict the reactants needed to synthesize it. The reactants are: [CH3:1][O:2][C:3]1[CH:4]=[C:5]2[C:10](=[CH:11][C:12]=1[O:13][CH3:14])[N:9]=[CH:8][CH:7]=[C:6]2[O:15][C:16]1[CH:22]=[CH:21][C:19]([NH2:20])=[CH:18][C:17]=1[F:23].C(O)C.[CH3:27][C:28]1[CH:33]=[CH:32][CH:31]=[CH:30][C:29]=1[C:34]([N:36]=[C:37]=[S:38])=[O:35]. (2) Given the product [Br:5][C:6]1[CH:7]=[N:8][CH:9]=[C:10]([CH:14]=1)[C:11]([O:13][CH2:15][CH3:16])=[O:12], predict the reactants needed to synthesize it. The reactants are: S(Cl)(Cl)=O.[Br:5][C:6]1[CH:7]=[N:8][CH:9]=[C:10]([CH:14]=1)[C:11]([OH:13])=[O:12].[CH2:15](O)[CH3:16]. (3) The reactants are: [F:1][C:2]1[CH:7]=[C:6]([F:8])[CH:5]=[CH:4][C:3]=1[N:9]1[CH:13]=[N:12][N:11]=[C:10]1[C:14]1[S:23][C:22]2[C:21]3[CH:24]=[C:25]([C:28](O)=[O:29])[CH:26]=[CH:27][C:20]=3[O:19][CH2:18][CH2:17][C:16]=2[CH:15]=1.[CH2:31]([CH2:33][NH2:34])[OH:32]. Given the product [F:1][C:2]1[CH:7]=[C:6]([F:8])[CH:5]=[CH:4][C:3]=1[N:9]1[CH:13]=[N:12][N:11]=[C:10]1[C:14]1[S:23][C:22]2[C:21]3[CH:24]=[C:25]([C:28]([NH:34][CH2:33][CH2:31][OH:32])=[O:29])[CH:26]=[CH:27][C:20]=3[O:19][CH2:18][CH2:17][C:16]=2[CH:15]=1, predict the reactants needed to synthesize it. (4) Given the product [F:8][C:4]1[CH:5]=[CH:6][CH:7]=[C:2]([F:1])[C:3]=1[N:9]1[C:14]2[N:15]=[C:16]([S:36]([CH3:37])=[O:44])[N:17]=[C:18]([C:19]3[CH:20]=[C:21]([CH:32]=[CH:33][C:34]=3[CH3:35])[C:22]([NH:24][CH2:25][C:26]3[CH:31]=[CH:30][CH:29]=[CH:28][CH:27]=3)=[O:23])[C:13]=2[CH:12]=[CH:11][C:10]1=[O:38], predict the reactants needed to synthesize it. The reactants are: [F:1][C:2]1[CH:7]=[CH:6][CH:5]=[C:4]([F:8])[C:3]=1[N:9]1[C:14]2[N:15]=[C:16]([S:36][CH3:37])[N:17]=[C:18]([C:19]3[CH:20]=[C:21]([CH:32]=[CH:33][C:34]=3[CH3:35])[C:22]([NH:24][CH2:25][C:26]3[CH:31]=[CH:30][CH:29]=[CH:28][CH:27]=3)=[O:23])[C:13]=2[CH:12]=[CH:11][C:10]1=[O:38].ClC1C=C(C=CC=1)C(OO)=[O:44]. (5) Given the product [CH2:40]([O:39][C:37]([C:34]1[N:35]=[CH:36][N:29]2[C:28]3[CH:27]=[CH:26][CH:25]=[C:24]([CH2:23][CH2:22][N:4]4[CH2:5][CH2:6][N:1]([C:7]5[CH:16]=[CH:15][CH:14]=[C:13]6[C:8]=5[CH:9]=[CH:10][C:11]([C:17]([F:20])([F:18])[F:19])=[N:12]6)[CH2:2][CH2:3]4)[C:33]=3[O:32][CH2:31][C:30]=12)=[O:38])[CH3:41], predict the reactants needed to synthesize it. The reactants are: [N:1]1([C:7]2[CH:16]=[CH:15][CH:14]=[C:13]3[C:8]=2[CH:9]=[CH:10][C:11]([C:17]([F:20])([F:19])[F:18])=[N:12]3)[CH2:6][CH2:5][NH:4][CH2:3][CH2:2]1.O=[CH:22][CH2:23][C:24]1[C:33]2[O:32][CH2:31][C:30]3=[C:34]([C:37]([O:39][CH2:40][CH3:41])=[O:38])[N:35]=[CH:36][N:29]3[C:28]=2[CH:27]=[CH:26][CH:25]=1.C(O[BH-](OC(=O)C)OC(=O)C)(=O)C.[Na+].O. (6) Given the product [CH2:33]([O:35][C:36]1[C:45]([O:46][CH3:47])=[CH:44][C:43]2[C:42]([C:48]3[CH:49]=[CH:50][C:51]([C:52]([N:29]4[CH2:30][CH2:31][CH:26]([N:12]5[C:13](=[O:25])[C:14]6[S:18][C:17]([C:19]7[CH:24]=[CH:23][CH:22]=[CH:21][CH:20]=7)=[CH:16][C:15]=6[N:10]([CH2:9][N:7]6[N:6]=[N:5][C:4]([CH2:2][CH3:3])=[N:8]6)[C:11]5=[O:32])[CH2:27][CH2:28]4)=[O:53])=[CH:55][CH:56]=3)=[N:41][C@@H:40]3[CH2:57][CH2:58][S:59][CH2:60][C@@H:39]3[C:38]=2[CH:37]=1)[CH3:34], predict the reactants needed to synthesize it. The reactants are: Cl.[CH2:2]([C:4]1[N:5]=[N:6][N:7]([CH2:9][N:10]2[C:15]3[CH:16]=[C:17]([C:19]4[CH:24]=[CH:23][CH:22]=[CH:21][CH:20]=4)[S:18][C:14]=3[C:13](=[O:25])[N:12]([CH:26]3[CH2:31][CH2:30][NH:29][CH2:28][CH2:27]3)[C:11]2=[O:32])[N:8]=1)[CH3:3].[CH2:33]([O:35][C:36]1[C:45]([O:46][CH3:47])=[CH:44][C:43]2[C:42]([C:48]3[CH:56]=[CH:55][C:51]([C:52](O)=[O:53])=[CH:50][CH:49]=3)=[N:41][C@@H:40]3[CH2:57][CH2:58][S:59][CH2:60][C@@H:39]3[C:38]=2[CH:37]=1)[CH3:34].CCOC(C(C#N)=NOC(N1CCOCC1)=[N+](C)C)=O.F[P-](F)(F)(F)(F)F.CCN(C(C)C)C(C)C.C(=O)(O)[O-].[Na+]. (7) Given the product [CH3:17][O:18][C:19](=[O:28])[C:20]1[CH:25]=[CH:24][C:23]([CH3:26])=[C:22]([NH:27][C:14]([C:8]2[C:9](=[O:13])[NH:10][C:11]3[C:6]([CH:7]=2)=[CH:5][CH:4]=[C:3]([O:2][CH3:1])[N:12]=3)=[O:16])[CH:21]=1, predict the reactants needed to synthesize it. The reactants are: [CH3:1][O:2][C:3]1[N:12]=[C:11]2[C:6]([CH:7]=[C:8]([C:14]([OH:16])=O)[C:9](=[O:13])[NH:10]2)=[CH:5][CH:4]=1.[CH3:17][O:18][C:19](=[O:28])[C:20]1[CH:25]=[CH:24][C:23]([CH3:26])=[C:22]([NH2:27])[CH:21]=1.CN(C(ON1N=NC2C=CC=NC1=2)=[N+](C)C)C.F[P-](F)(F)(F)(F)F.C(N(CC)CC)C. (8) Given the product [CH2:1]([O:3][C:4]([C:6]1[CH:10]=[C:9]([CH:13]=[O:14])[O:8][CH:7]=1)=[O:5])[CH3:2], predict the reactants needed to synthesize it. The reactants are: [CH2:1]([O:3][C:4]([C:6]1[CH:10]=[CH:9][O:8][CH:7]=1)=[O:5])[CH3:2].CN(C)[CH:13]=[O:14].P(Cl)(Cl)(Cl)=O.C(=O)(O)[O-].[K+].